This data is from Catalyst prediction with 721,799 reactions and 888 catalyst types from USPTO. The task is: Predict which catalyst facilitates the given reaction. (1) Reactant: [OH:1][C:2]1[CH:7]=[CH:6][C:5]([C@@H:8]([CH:15]=[C:16]([CH3:18])[CH3:17])[CH2:9][C:10]([O:12][CH2:13][CH3:14])=[O:11])=[CH:4][CH:3]=1.CCOC(C)=O. Product: [OH:1][C:2]1[CH:3]=[CH:4][C:5]([C@@H:8]([CH2:15][CH:16]([CH3:17])[CH3:18])[CH2:9][C:10]([O:12][CH2:13][CH3:14])=[O:11])=[CH:6][CH:7]=1. The catalyst class is: 45. (2) Reactant: [CH3:1][O:2][C:3]1[CH:8]=[C:7]([CH3:9])[CH:6]=[C:5]([C:10]2[C:11]([OH:18])=[C:12]([CH3:17])[CH:13]=[C:14]([CH3:16])[CH:15]=2)[C:4]=1[OH:19].C(N(CC)CC)C.[C:27]1([C:33]2[CH:42]=[CH:41][CH:40]=[C:39]([C:43]3[CH:48]=[CH:47][CH:46]=[CH:45][CH:44]=3)[C:34]=2[O:35][P:36](Cl)Cl)[CH:32]=[CH:31][CH:30]=[CH:29][CH:28]=1. Product: [C:43]1([C:39]2[CH:40]=[CH:41][CH:42]=[C:33]([C:27]3[CH:28]=[CH:29][CH:30]=[CH:31][CH:32]=3)[C:34]=2[O:35][P:36]2[O:19][C:4]3[C:3]([O:2][CH3:1])=[CH:8][C:7]([CH3:9])=[CH:6][C:5]=3[C:10]3[CH:15]=[C:14]([CH3:16])[CH:13]=[C:12]([CH3:17])[C:11]=3[O:18]2)[CH:44]=[CH:45][CH:46]=[CH:47][CH:48]=1. The catalyst class is: 11. (3) Reactant: [CH3:1][C:2]1[CH:3]=[C:4]([N+:16]([O-])=O)[CH:5]=[CH:6][C:7]=1[N:8]1[C:14](=[O:15])[CH2:13][CH2:12][O:11][CH2:10][CH2:9]1. Product: [CH3:1][C:2]1[CH:3]=[C:4]([CH:5]=[CH:6][C:7]=1[N:8]1[C:14](=[O:15])[CH2:13][CH2:12][O:11][CH2:10][CH2:9]1)[NH2:16]. The catalyst class is: 227. (4) Reactant: [Cl-].ClC1N(C)CC[NH+]1C.[NH2:10][C:11]1[CH:12]=[N:13][CH:14]=[CH:15][CH:16]=1.C(N(CC)CC)C.[CH3:24][O:25][C:26]1[C:27](=[O:50])[C:28]([CH3:49])=[C:29]([CH2:35][C:36]2[CH:44]=[CH:43][C:39]([C:40](O)=[O:41])=[C:38]([O:45][C:46](=[O:48])[CH3:47])[CH:37]=2)[C:30](=[O:34])[C:31]=1[O:32][CH3:33]. Product: [N:13]1[CH:14]=[CH:15][CH:16]=[C:11]([NH:10][C:40](=[O:41])[C:39]2[CH:43]=[CH:44][C:36]([CH2:35][C:29]3[C:30](=[O:34])[C:31]([O:32][CH3:33])=[C:26]([O:25][CH3:24])[C:27](=[O:50])[C:28]=3[CH3:49])=[CH:37][C:38]=2[O:45][C:46](=[O:48])[CH3:47])[CH:12]=1. The catalyst class is: 373. (5) Reactant: [OH:1][C:2]1[CH:18]=[CH:17][CH:16]=[CH:15][C:3]=1[CH2:4][C:5]1[CH:14]=[CH:13][C:8]([C:9]([O:11][CH3:12])=[O:10])=[CH:7][CH:6]=1.C(O[C@@H:23]1[O:40][C@H:39]([CH2:41][O:42][C:43](=[O:45])[CH3:44])[C@@H:34]([O:35][C:36](=[O:38])[CH3:37])[C@H:29]([O:30][C:31](=[O:33])[CH3:32])[C@H:24]1[O:25][C:26](=[O:28])[CH3:27])(=O)C. The catalyst class is: 426. Product: [C:26]([O:25][C@@H:24]1[C@@H:29]([O:30][C:31](=[O:33])[CH3:32])[C@H:34]([O:35][C:36](=[O:38])[CH3:37])[C@@H:39]([CH2:41][O:42][C:43](=[O:45])[CH3:44])[O:40][C@H:23]1[O:1][C:2]1[CH:18]=[CH:17][CH:16]=[CH:15][C:3]=1[CH2:4][C:5]1[CH:14]=[CH:13][C:8]([C:9]([O:11][CH3:12])=[O:10])=[CH:7][CH:6]=1)(=[O:28])[CH3:27]. (6) Reactant: [C:1]([O:5][C:6]([CH:8]1[CH2:14][CH2:13][C:12]2[CH:15]=[CH:16][C:17]([O:19][CH3:20])=[CH:18][C:11]=2[N:10]([CH2:21][CH3:22])[C:9]1=[O:23])=[O:7])([CH3:4])([CH3:3])[CH3:2].BrN1C(=O)CCC1=O. Product: [C:1]([O:5][C:6]([CH:8]1[CH:14]=[CH:13][C:12]2[CH:15]=[CH:16][C:17]([O:19][CH3:20])=[CH:18][C:11]=2[N:10]([CH2:21][CH3:22])[C:9]1=[O:23])=[O:7])([CH3:4])([CH3:3])[CH3:2]. The catalyst class is: 22. (7) Reactant: C(Cl)(=O)C(Cl)=O.[F:7][C:8]1[CH:13]=[CH:12][C:11]([C:14]2[O:15][C:16]3[CH:25]=[C:24]([N:26]([CH3:31])[S:27]([CH3:30])(=[O:29])=[O:28])[C:23]([C:32]4[CH:37]=[CH:36][CH:35]=[C:34]([C:38](=[O:49])[NH:39][C:40]([C:43]5[CH:48]=[CH:47][CH:46]=[CH:45][CH:44]=5)([CH3:42])[CH3:41])[CH:33]=4)=[CH:22][C:17]=3[C:18]=2[C:19]([OH:21])=O)=[CH:10][CH:9]=1.[CH3:50][N:51](C=O)C.CCN(C(C)C)C(C)C.CN. Product: [F:7][C:8]1[CH:13]=[CH:12][C:11]([C:14]2[O:15][C:16]3[CH:25]=[C:24]([N:26]([CH3:31])[S:27]([CH3:30])(=[O:28])=[O:29])[C:23]([C:32]4[CH:37]=[CH:36][CH:35]=[C:34]([C:38](=[O:49])[NH:39][C:40]([C:43]5[CH:44]=[CH:45][CH:46]=[CH:47][CH:48]=5)([CH3:41])[CH3:42])[CH:33]=4)=[CH:22][C:17]=3[C:18]=2[C:19]([NH:51][CH3:50])=[O:21])=[CH:10][CH:9]=1. The catalyst class is: 839. (8) Reactant: ClC1C=CC=C(C(OO)=[O:9])C=1.[Br:12][C:13]1[CH:22]=[CH:21][CH:20]=[C:19]2[C:14]=1[CH:15]=[CH:16][N:17]=[CH:18]2.[OH-].[Na+]. Product: [Br:12][C:13]1[CH:22]=[CH:21][CH:20]=[C:19]2[C:14]=1[CH:15]=[CH:16][N+:17]([O-:9])=[CH:18]2. The catalyst class is: 22. (9) Reactant: C(OC([C:11]1[C:19]2[C:14](=[CH:15][CH:16]=[C:17](CCOS(C)(=O)=O)[CH:18]=2)[NH:13][C:12]=1C)=O)C1C=CC=CC=1.COC[C@H]1CCC[NH:32]1. Product: [NH:13]1[C:14]2[C:19](=[CH:18][CH:17]=[CH:16][CH:15]=2)[CH:11]=[C:12]1[NH2:32]. The catalyst class is: 12.